This data is from Full USPTO retrosynthesis dataset with 1.9M reactions from patents (1976-2016). The task is: Predict the reactants needed to synthesize the given product. (1) Given the product [CH3:15][N:11]1[CH2:12][CH2:13][CH2:14][C@@H:9]([CH2:8][OH:7])[CH2:10]1, predict the reactants needed to synthesize it. The reactants are: [H-].[H-].[H-].[H-].[Li+].[Al+3].[OH:7][CH2:8][C@@H:9]1[CH2:14][CH2:13][CH2:12][N:11]([C:15](OC(C)(C)C)=O)[CH2:10]1.[OH-].[Na+].O. (2) Given the product [C:1]([C:3]1([CH2:16][OH:17])[CH2:8][CH2:7][N:6]([C:9]([O:11][C:12]([CH3:13])([CH3:14])[CH3:15])=[O:10])[CH2:5][CH2:4]1)#[N:2], predict the reactants needed to synthesize it. The reactants are: [C:1]([C:3]1([C:16](OCC)=[O:17])[CH2:8][CH2:7][N:6]([C:9]([O:11][C:12]([CH3:15])([CH3:14])[CH3:13])=[O:10])[CH2:5][CH2:4]1)#[N:2].[BH4-].[Na+]. (3) The reactants are: [CH3:1][O:2][C:3]([C:5]1[N:6]([C:18]([O:20][C:21]([CH3:24])([CH3:23])[CH3:22])=[O:19])[C:7]2[C:12]([CH:13]=1)=[CH:11][C:10]([CH3:14])=[CH:9][C:8]=2[N+:15]([O-:17])=[O:16])=[O:4].[Br:25]N1C(=O)CCC1=O. Given the product [CH3:1][O:2][C:3]([C:5]1[N:6]([C:18]([O:20][C:21]([CH3:24])([CH3:23])[CH3:22])=[O:19])[C:7]2[C:12]([CH:13]=1)=[CH:11][C:10]([CH2:14][Br:25])=[CH:9][C:8]=2[N+:15]([O-:17])=[O:16])=[O:4], predict the reactants needed to synthesize it. (4) Given the product [Cl:16][C:17]1[CH:22]=[CH:21][C:20](/[CH:23]=[CH:24]/[C:25]([N:27]2[CH2:28][CH2:29][CH:30]([CH:33]([OH:34])[C:7]3[S:8][CH:9]=[C:10]([CH3:12])[N:11]=3)[CH2:31][CH2:32]2)=[O:26])=[C:19]([CH2:35][N:36]2[N:40]=[N:39][C:38]([CH3:41])=[N:37]2)[CH:18]=1, predict the reactants needed to synthesize it. The reactants are: C([Li])CCC.Br[C:7]1[S:8][CH:9]=[C:10]([CH3:12])[N:11]=1.[Cl-].[Li+].[Cl-].[Cl:16][C:17]1[CH:22]=[CH:21][C:20](/[CH:23]=[CH:24]/[C:25]([N:27]2[CH2:32][CH2:31][CH:30]([CH:33]=[O:34])[CH2:29][CH2:28]2)=[O:26])=[C:19]([CH2:35][N:36]2[N:40]=[N:39][C:38]([CH3:41])=[N:37]2)[CH:18]=1.